Dataset: Full USPTO retrosynthesis dataset with 1.9M reactions from patents (1976-2016). Task: Predict the reactants needed to synthesize the given product. The reactants are: Cl[C:2]1[CH:11]=[CH:10][N:9]=[C:8]2[C:3]=1[C:4]1[CH:16]=[CH:15][CH:14]=[CH:13][C:5]=1[C:6](=[O:12])[NH:7]2.[NH2:17][C:18]1[CH:23]=[CH:22][C:21]([CH2:24][C:25]([O:27]C)=[O:26])=[CH:20][CH:19]=1.Cl.[Li+].[OH-]. Given the product [O:12]=[C:6]1[C:5]2[CH:13]=[CH:14][CH:15]=[CH:16][C:4]=2[C:3]2[C:8](=[N:9][CH:10]=[CH:11][C:2]=2[NH:17][C:18]2[CH:19]=[CH:20][C:21]([CH2:24][C:25]([OH:27])=[O:26])=[CH:22][CH:23]=2)[NH:7]1, predict the reactants needed to synthesize it.